Dataset: Forward reaction prediction with 1.9M reactions from USPTO patents (1976-2016). Task: Predict the product of the given reaction. (1) Given the reactants [F:1][CH:2]([F:28])[O:3][C:4]1[CH:27]=[CH:26][CH:25]=[CH:24][C:5]=1[C:6]([NH:8][CH2:9][C:10]1[N:11]=[C:12]([C:15]2[CH:20]=[CH:19][C:18]([O:21][CH3:22])=[C:17]([OH:23])[CH:16]=2)[O:13][CH:14]=1)=[O:7].Br[CH:30]([CH3:32])[CH3:31], predict the reaction product. The product is: [F:28][CH:2]([F:1])[O:3][C:4]1[CH:27]=[CH:26][CH:25]=[CH:24][C:5]=1[C:6]([NH:8][CH2:9][C:10]1[N:11]=[C:12]([C:15]2[CH:20]=[CH:19][C:18]([O:21][CH3:22])=[C:17]([O:23][CH:30]([CH3:32])[CH3:31])[CH:16]=2)[O:13][CH:14]=1)=[O:7]. (2) Given the reactants [NH2:1][C:2]1[C:11]([N+:12]([O-])=O)=[CH:10][C:9]([F:15])=[C:8]([O:16][CH3:17])[C:3]=1[C:4]([O:6][CH3:7])=[O:5].[CH:18]([CH:20]=O)=O, predict the reaction product. The product is: [F:15][C:9]1[C:8]([O:16][CH3:17])=[C:3]([C:4]([O:6][CH3:7])=[O:5])[C:2]2[N:1]=[CH:18][CH:20]=[N:12][C:11]=2[CH:10]=1. (3) The product is: [F:8][C:4](=[C:5]([F:7])[F:6])[CH2:3][CH2:2][S:15][C:16]1[O:17][CH:18]=[CH:19][N:20]=1. Given the reactants Br[CH2:2][CH2:3][C:4]([F:8])=[C:5]([F:7])[F:6].C(=O)([O-])[O-].[K+].[K+].[SH:15][C:16]1[O:17][CH:18]=[CH:19][N:20]=1, predict the reaction product. (4) Given the reactants C([O:9][C@@H:10]1[C@H:17]([O:18]C(=O)C2C=CC=CC=2)[C@@H:16]([CH2:27][O:28]C(=O)C2C=CC=CC=2)[O:15][C@H:11]1[C:12]([OH:14])=O)(=O)C1C=CC=CC=1.C1(P(C2C=CC=CC=2)C2C=CC=CC=2)C=CC=CC=1.C1C=C(SSC2N=CC=CC=2)N=CC=1.[CH3:70][O:71][C:72]1[CH:79]=[CH:78][C:75]([NH:76][CH3:77])=[CH:74][CH:73]=1, predict the reaction product. The product is: [OH:9][C@@H:10]1[C@H:17]([OH:18])[C@@H:16]([CH2:27][OH:28])[O:15][CH:11]1[C:12]([N:76]([C:75]1[CH:78]=[CH:79][C:72]([O:71][CH3:70])=[CH:73][CH:74]=1)[CH3:77])=[O:14].